From a dataset of Reaction yield outcomes from USPTO patents with 853,638 reactions. Predict the reaction yield, written as a fraction of the theoretical maximum amount of product (1.0 means a 100% yield; for example, 0.34 means a 34% yield). (1) The yield is 0.920. The catalyst is CC(C)=O. The reactants are [OH:1][C:2]1[CH:7]=[CH:6][C:5]([CH2:8][CH2:9][C:10]([O:12]C)=[O:11])=[CH:4][CH:3]=1.C([O-])([O-])=O.[K+].[K+].[CH2:20](Br)[C:21]#[CH:22]. The product is [CH2:22]([O:1][C:2]1[CH:3]=[CH:4][C:5]([CH2:8][CH2:9][C:10]([OH:12])=[O:11])=[CH:6][CH:7]=1)[C:21]#[CH:20]. (2) The reactants are [Br:1][C:2]1[CH:14]=[CH:13][C:12]2[C:11]3[C:6](=[CH:7][CH:8]=[CH:9][CH:10]=3)[CH2:5][C:4]=2[CH:3]=1.CS(C)=O.[OH-].[Na+].[CH2:21](Br)[CH2:22][CH2:23][CH2:24][CH2:25][CH2:26][CH2:27][CH3:28]. The catalyst is [Cl-].C([N+](CC)(CC)CC)C1C=CC=CC=1.CCCCCC.O.CCOCC. The product is [Br:1][C:2]1[CH:14]=[CH:13][C:12]2[C:11]3[C:6](=[CH:7][CH:8]=[CH:9][CH:10]=3)[C:5]([CH2:13][CH2:14][CH2:2][CH2:3][CH2:4][CH2:12][CH2:11][CH3:10])([CH2:21][CH2:22][CH2:23][CH2:24][CH2:25][CH2:26][CH2:27][CH3:28])[C:4]=2[CH:3]=1. The yield is 0.780. (3) The reactants are [C:1]1([S:21](Cl)(=[O:23])=[O:22])[C:2](=[O:20])[C:3]([S:16](Cl)(=[O:18])=[O:17])=[CH:4][C:5]2[C:14]=1[CH:13]=[C:12]1[C:7](=[CH:8][C:9](=[O:15])[CH:10]=[CH:11]1)[CH:6]=2.[NH2:25][CH2:26][CH2:27][N:28]1[CH2:33][CH2:32][O:31][CH2:30][CH2:29]1.[OH-:34].[Na+]. The catalyst is COCCO.C(O)C. The product is [O:31]1[CH2:32][CH2:33][N:28]([CH2:27][CH2:26][NH:25][S:21]([C:1]2[C:2](=[O:20])[C:3]([S:16]([NH:25][CH2:26][CH2:27][N:28]3[CH2:33][CH2:32][O:34][CH2:30][CH2:29]3)(=[O:18])=[O:17])=[CH:4][C:5]3[C:14]=2[CH:13]=[C:12]2[C:7](=[CH:8][C:9](=[O:15])[CH:10]=[CH:11]2)[CH:6]=3)(=[O:23])=[O:22])[CH2:29][CH2:30]1. The yield is 0.850. (4) The reactants are Br[C:2]1[N:3]=[C:4]2[C:10]3[CH:11]=[CH:12][CH:13]=[CH:14][C:9]=3[NH:8][C:7]3[N:15]=[CH:16][CH:17]=[CH:18][C:6]=3[N:5]2[C:19]=1[C:20]1[CH:25]=[CH:24][C:23]([C:26]2([NH:30]C(=O)OC(C)(C)C)[CH2:29][CH2:28][CH2:27]2)=[CH:22][CH:21]=1.[CH2:38]([O:40][C:41](=[O:53])[CH2:42][CH2:43][C:44]1[CH:49]=[CH:48][C:47](B(O)O)=[CH:46][CH:45]=1)C.[O-]P([O-])([O-])=O.[K+].[K+].[K+]. The catalyst is CN(C=O)C.O.CCOC(C)=O.CC(P(C(C)(C)C)C1C=CC(N(C)C)=CC=1)(C)C.CC(P(C(C)(C)C)C1C=CC(N(C)C)=CC=1)(C)C.Cl[Pd]Cl. The product is [NH2:30][C:26]1([C:23]2[CH:24]=[CH:25][C:20]([C:19]3[N:5]4[C:6]5[CH:18]=[CH:17][CH:16]=[N:15][C:7]=5[NH:8][C:9]5[CH:14]=[CH:13][CH:12]=[CH:11][C:10]=5[C:4]4=[N:3][C:2]=3[C:47]3[CH:48]=[CH:49][C:44]([CH2:43][CH2:42][C:41]([O:40][CH3:38])=[O:53])=[CH:45][CH:46]=3)=[CH:21][CH:22]=2)[CH2:27][CH2:28][CH2:29]1. The yield is 0.420. (5) The reactants are [CH2:1]([O:3][C:4]([C:6]1([C:9]2[CH:14]=[CH:13][C:12]([C:15]3[CH:20]=[CH:19][C:18]([C:21]4[S:22][C:23]([F:29])=[CH:24][C:25]=4C(O)=O)=[CH:17][C:16]=3[O:30][CH3:31])=[CH:11][CH:10]=2)[CH2:8][CH2:7]1)=[O:5])[CH3:2].C([N:34]([CH2:37]C)CC)C.C1(P(N=[N+]=[N-])(C2C=CC=CC=2)=[O:46])C=CC=CC=1.[C:56]1([CH3:65])[CH:61]=[CH:60][CH:59]=[CH:58][C:57]=1[C@H:62]([OH:64])[CH3:63]. The catalyst is C1(C)C=CC=CC=1.O.C(OCC)(=O)C. The product is [CH2:1]([O:3][C:4]([C:6]1([C:9]2[CH:10]=[CH:11][C:12]([C:15]3[CH:20]=[CH:19][C:18]([C:21]4[S:22][C:23]([F:29])=[CH:24][C:25]=4[NH:34][C:37]([O:64][C@@H:62]([C:57]4[CH:58]=[CH:59][CH:60]=[CH:61][C:56]=4[CH3:65])[CH3:63])=[O:46])=[CH:17][C:16]=3[O:30][CH3:31])=[CH:13][CH:14]=2)[CH2:8][CH2:7]1)=[O:5])[CH3:2]. The yield is 0.710. (6) The reactants are [Cl:1][C:2]1[CH:11]=[C:10]([C:12](=[O:14])[CH3:13])[C:9]([N:15]2[CH2:20][CH2:19][NH:18][CH2:17][CH2:16]2)=[C:8]2[C:3]=1[CH:4]=[CH:5][CH:6]=[N:7]2.[F:21][C:22]1[CH:30]=[CH:29][C:25]([C:26](Cl)=[O:27])=[CH:24][CH:23]=1.C(N(CC)CC)C. The catalyst is C(Cl)Cl. The product is [Cl:1][C:2]1[CH:11]=[C:10]([C:12](=[O:14])[CH3:13])[C:9]([N:15]2[CH2:16][CH2:17][N:18]([C:26](=[O:27])[C:25]3[CH:29]=[CH:30][C:22]([F:21])=[CH:23][CH:24]=3)[CH2:19][CH2:20]2)=[C:8]2[C:3]=1[CH:4]=[CH:5][CH:6]=[N:7]2. The yield is 0.820. (7) The reactants are [Br:1][C:2]1[CH:3]=[C:4]2[C:9](=[CH:10][CH:11]=1)[C:8](=[O:12])[NH:7][C:6](=[O:13])/[C:5]/2=[CH:14]\[NH:15][CH2:16][C:17]1[CH:22]=[CH:21][C:20]([OH:23])=[C:19]([OH:24])[CH:18]=1.[CH3:25][O:26][C:27](O[C:27]([O:26][CH3:25])=[O:28])=[O:28]. The catalyst is N1C=CC=CC=1. The product is [CH3:25][O:26][C:27](=[O:28])[O:24][C:19]1[CH:18]=[C:17]([CH2:16][NH:15][CH:14]=[C:5]2[C:4]3[C:9](=[CH:10][CH:11]=[C:2]([Br:1])[CH:3]=3)[C:8](=[O:12])[NH:7][C:6]2=[O:13])[CH:22]=[CH:21][C:20]=1[O:23][C:27]([O:26][CH3:25])=[O:28]. The yield is 0.831. (8) The reactants are [NH2:1][C:2]1[CH:7]=[CH:6][C:5]([CH2:8][CH2:9][CH2:10][C:11]([OH:13])=[O:12])=[CH:4][CH:3]=1.C(Cl)Cl.Cl[Si](C)(C)C. The catalyst is C(OC(=O)C)C. The product is [C:11]([NH:1][C:2]1[CH:3]=[CH:4][C:5]([CH2:8][CH2:9][CH2:10][C:11]([OH:13])=[O:12])=[CH:6][CH:7]=1)([CH:10]=[CH2:9])=[O:12]. The yield is 0.920. (9) The reactants are [CH3:1][N:2]([CH3:22])[CH:3]1[CH2:8][CH2:7][CH:6]([NH:9]C(=O)OCC2C=CC=CC=2)[C:5]([CH3:21])([CH3:20])[CH2:4]1. The catalyst is C(O)C.[Pd]. The product is [CH3:1][N:2]([CH3:22])[CH:3]1[CH2:8][CH2:7][CH:6]([NH2:9])[C:5]([CH3:20])([CH3:21])[CH2:4]1. The yield is 0.750.